Dataset: Reaction yield outcomes from USPTO patents with 853,638 reactions. Task: Predict the reaction yield, written as a fraction of the theoretical maximum amount of product (1.0 means a 100% yield; for example, 0.34 means a 34% yield). (1) The catalyst is CC#N.[Cu]I.Cl[Pd](Cl)([P](C1C=CC=CC=1)(C1C=CC=CC=1)C1C=CC=CC=1)[P](C1C=CC=CC=1)(C1C=CC=CC=1)C1C=CC=CC=1. The reactants are [CH3:1][N:2]([CH3:18])[N:3]1[C:12]2[C:7](=[CH:8][C:9](I)=[CH:10][CH:11]=2)[C:6](=[O:14])[C:5]([C:15]([OH:17])=[O:16])=[CH:4]1.[CH2:19]([OH:22])[C:20]#[CH:21].O.C(OC(C)C)(C)C. The yield is 0.560. The product is [CH3:1][N:2]([CH3:18])[N:3]1[C:12]2[C:7](=[CH:8][C:9]([C:21]#[C:20][CH2:19][OH:22])=[CH:10][CH:11]=2)[C:6](=[O:14])[C:5]([C:15]([OH:17])=[O:16])=[CH:4]1. (2) The reactants are [CH3:1][C:2]1[NH:6][N:5]=[C:4]([NH2:7])[CH:3]=1.[I-].[K+].[F:10][C:11]1[CH:48]=[CH:47][C:14]([C:15]([C:17]2[N:26]=[C:25](C3C(C(C)C)=C(S([O-])(=O)=O)C(C(C)C)=CC=3C(C)C)[C:24]3[C:19](=[CH:20][C:21]([CH3:46])=[CH:22][CH:23]=3)[N:18]=2)=[O:16])=[CH:13][CH:12]=1.O. The catalyst is CC(N(C)C)=O. The product is [F:10][C:11]1[CH:12]=[CH:13][C:14]([C:15]([C:17]2[N:26]=[C:25]([NH:7][C:4]3[CH:3]=[C:2]([CH3:1])[NH:6][N:5]=3)[C:24]3[C:19](=[CH:20][C:21]([CH3:46])=[CH:22][CH:23]=3)[N:18]=2)=[O:16])=[CH:47][CH:48]=1. The yield is 0.140. (3) The yield is 0.600. The reactants are [CH3:1][O:2][C:3](=[O:15])[CH2:4][CH2:5][C:6]1[CH:11]=[CH:10][C:9]([CH2:12][OH:13])=[CH:8][C:7]=1[CH3:14]. The product is [CH3:1][O:2][C:3](=[O:15])[CH2:4][CH2:5][C:6]1[CH:11]=[CH:10][C:9]([CH:12]=[O:13])=[CH:8][C:7]=1[CH3:14]. The catalyst is C(Cl)(Cl)Cl.O=[Mn]=O.